The task is: Predict the reactants needed to synthesize the given product.. This data is from Full USPTO retrosynthesis dataset with 1.9M reactions from patents (1976-2016). Given the product [F:12][C:13]([F:22])([F:23])[C:14]1[CH:15]=[C:16]([C:20]#[C:21][CH2:10][N:4]2[CH2:5][CH2:6][CH2:7][N:1]([CH:8]=[O:9])[CH2:2][CH2:3]2)[CH:17]=[CH:18][CH:19]=1, predict the reactants needed to synthesize it. The reactants are: [N:1]1([CH:8]=[O:9])[CH2:7][CH2:6][CH2:5][NH:4][CH2:3][CH2:2]1.[CH2:10]=O.[F:12][C:13]([F:23])([F:22])[C:14]1[CH:15]=[C:16]([C:20]#[CH:21])[CH:17]=[CH:18][CH:19]=1.